Task: Predict the product of the given reaction.. Dataset: Forward reaction prediction with 1.9M reactions from USPTO patents (1976-2016) (1) Given the reactants Cl[CH2:2][C:3]1[CH:8]=[CH:7][C:6]([C@H:9]([C:27]2[CH:32]=[CH:31][C:30]([Cl:33])=[CH:29][CH:28]=2)[N:10]2[CH2:13][C:12](=[C:14]([C:19]3[CH:24]=[C:23]([F:25])[CH:22]=[C:21]([F:26])[CH:20]=3)[S:15]([CH3:18])(=[O:17])=[O:16])[CH2:11]2)=[CH:5][CH:4]=1.[NH:34]1[CH2:39][CH2:38][CH2:37][CH2:36][CH2:35]1, predict the reaction product. The product is: [Cl:33][C:30]1[CH:31]=[CH:32][C:27]([C@@H:9]([C:6]2[CH:5]=[CH:4][C:3]([CH2:2][N:34]3[CH2:39][CH2:38][CH2:37][CH2:36][CH2:35]3)=[CH:8][CH:7]=2)[N:10]2[CH2:11][C:12](=[C:14]([C:19]3[CH:24]=[C:23]([F:25])[CH:22]=[C:21]([F:26])[CH:20]=3)[S:15]([CH3:18])(=[O:16])=[O:17])[CH2:13]2)=[CH:28][CH:29]=1. (2) Given the reactants [Br:1][C:2]1[C:3]([S:12][C:13]2[N:14]([CH2:23][CH2:24][CH:25]3[CH2:30][CH2:29][NH:28][CH2:27][CH2:26]3)[C:15]3[C:20]([N:21]=2)=[C:19]([NH2:22])[N:18]=[CH:17][N:16]=3)=[CH:4][C:5]2[O:10][CH2:9][CH2:8][O:7][C:6]=2[CH:11]=1.[C:31]([NH:34][CH2:35][C:36](O)=[O:37])(=[O:33])[CH3:32], predict the reaction product. The product is: [NH2:22][C:19]1[N:18]=[CH:17][N:16]=[C:15]2[C:20]=1[N:21]=[C:13]([S:12][C:3]1[C:2]([Br:1])=[CH:11][C:6]3[O:7][CH2:8][CH2:9][O:10][C:5]=3[CH:4]=1)[N:14]2[CH2:23][CH2:24][CH:25]1[CH2:26][CH2:27][N:28]([C:36](=[O:37])[CH2:35][NH:34][C:31](=[O:33])[CH3:32])[CH2:29][CH2:30]1. (3) Given the reactants [CH3:1][O:2][C:3]1[CH:4]=[C:5]([CH:21]=[CH:22][C:23]=1[O:24][CH2:25][C:26]1[N:27]=[C:28]([N:31]2[CH2:36][CH2:35][O:34][CH2:33][CH2:32]2)[S:29][CH:30]=1)[CH2:6][O:7][C:8]1[C:12]([CH:13]=O)=[CH:11][N:10]([C:15]2[CH:20]=[CH:19][CH:18]=[CH:17][CH:16]=2)[N:9]=1.[CH2:37]([P:46](=[O:53])([O:50][CH2:51][CH3:52])[O:47][CH2:48][CH3:49])P(=O)(OCC)OCC.CN(C)C=O.[H-].[Na+], predict the reaction product. The product is: [CH3:1][O:2][C:3]1[CH:4]=[C:5]([CH:21]=[CH:22][C:23]=1[O:24][CH2:25][C:26]1[N:27]=[C:28]([N:31]2[CH2:32][CH2:33][O:34][CH2:35][CH2:36]2)[S:29][CH:30]=1)[CH2:6][O:7][C:8]1[C:12](/[CH:13]=[CH:37]/[P:46](=[O:53])([O:47][CH2:48][CH3:49])[O:50][CH2:51][CH3:52])=[CH:11][N:10]([C:15]2[CH:20]=[CH:19][CH:18]=[CH:17][CH:16]=2)[N:9]=1.